The task is: Predict the reactants needed to synthesize the given product.. This data is from Full USPTO retrosynthesis dataset with 1.9M reactions from patents (1976-2016). (1) Given the product [F:1][CH:2]([F:16])[C:3]([CH3:15])([CH3:14])[C:4]([OH:6])=[O:5], predict the reactants needed to synthesize it. The reactants are: [F:1][CH:2]([F:16])[C:3]([CH3:15])([CH3:14])[C:4]([O:6]CC1C=CC=CC=1)=[O:5]. (2) Given the product [C:44]([O:12][C:9](=[O:10])[C:29]1[CH:24]=[CH:25][CH:26]=[C:27]([C:2]2[C:7]([CH3:8])=[CH:6][CH:5]=[CH:4][N:3]=2)[CH:28]=1)([CH3:45])([CH3:49])[CH3:43], predict the reactants needed to synthesize it. The reactants are: Br[C:2]1[C:7]([CH3:8])=[CH:6][CH:5]=[CH:4][N:3]=1.[C:9]([O-:12])([O-])=[O:10].[K+].[K+].N#N.C(OC([C:24]1[CH:25]=[C:26](B(O)O)[CH:27]=[CH:28][CH:29]=1)=O)CCC.C(Cl)Cl.CS(O)(=O)=O.[OH-].[Na+].[CH3:43][C:44]1[C:45](O[C:43](=O)[C:44]2[CH:49]=CC=C[CH:45]=2)=NC=C[CH:49]=1. (3) Given the product [CH3:1][C:2]1[CH:7]=[CH:6][CH:5]=[C:4]([CH3:8])[C:3]=1[NH:9][C:10](=[O:32])[CH2:11][N:12]1[CH2:17][CH2:16][N:15]([CH2:18][CH:19]([OH:31])[CH2:20][O:21][CH2:22][CH:33]2[CH2:38][CH2:37][CH2:36][CH2:35][CH2:34]2)[CH2:14][CH2:13]1, predict the reactants needed to synthesize it. The reactants are: [CH3:1][C:2]1[CH:7]=[CH:6][CH:5]=[C:4]([CH3:8])[C:3]=1[NH:9][C:10](=[O:32])[CH2:11][N:12]1[CH2:17][CH2:16][N:15]([CH2:18][CH:19]([OH:31])[CH2:20][O:21][CH:22]2CC3C(=CC=CC=3)C2)[CH2:14][CH2:13]1.[CH:33]1(CO)[CH2:38][CH2:37][CH2:36][CH2:35][CH2:34]1. (4) Given the product [F:11][C:3]1[C:2]([C:17]2[CH:16]=[C:15]3[C:20](=[CH:19][CH:18]=2)[NH:12][C:13](=[O:29])[C:14]23[CH2:25][CH2:24][CH2:23][CH2:22][CH2:21]2)=[CH:10][CH:9]=[CH:8][C:4]=1[CH:5]=[N:6][OH:7], predict the reactants needed to synthesize it. The reactants are: Br[C:2]1[C:3]([F:11])=[C:4]([CH:8]=[CH:9][CH:10]=1)[CH:5]=[N:6][OH:7].[NH:12]1[C:20]2[C:15](=[CH:16][CH:17]=[CH:18][CH:19]=2)[C:14]2([CH2:25][CH:24](B(O)O)[CH2:23][CH2:22][CH2:21]2)[C:13]1=[O:29]. (5) Given the product [F:1][C:2]1[CH:3]=[C:4]2[C:24](=[O:25])[N:22]([CH:23]=1)[CH2:21][C@H:20]([F:40])[CH2:19][NH:18][C:17](=[O:27])[C:16]1=[C:28]3[N:29]=[C:10]([CH:11]=[CH:12][N:13]3[N:14]=[CH:15]1)[N:9]1[C@@H:5]2[CH2:6][CH2:7][CH2:8]1, predict the reactants needed to synthesize it. The reactants are: [F:1][C:2]1[CH:3]=[C:4]2[C:24](=[O:25])[N:22]([CH:23]=1)[CH2:21][C@@H:20](O)[CH2:19][NH:18][C:17](=[O:27])[C:16]1=[C:28]3[N:29]=[C:10]([CH:11]=[CH:12][N:13]3[N:14]=[CH:15]1)[N:9]1[C@@H:5]2[CH2:6][CH2:7][CH2:8]1.COCCN(S(F)(F)[F:40])CCOC.C(O)C.C([O-])(O)=O.[Na+]. (6) Given the product [C:18]([N:15]1[CH2:16][CH2:17][CH:12]([N:8]2[CH:7]([CH3:21])[C:6]3[CH:22]=[C:2]([C:28]4[C:27]5[C:31](=[CH:32][C:24]([F:23])=[CH:25][CH:26]=5)[N:30]([C:33]([O:35][C:36]([CH3:39])([CH3:38])[CH3:37])=[O:34])[CH:29]=4)[CH:3]=[CH:4][C:5]=3[S:9]2(=[O:11])=[O:10])[CH2:13][CH2:14]1)(=[O:20])[CH3:19], predict the reactants needed to synthesize it. The reactants are: Br[C:2]1[CH:3]=[CH:4][C:5]2[S:9](=[O:11])(=[O:10])[N:8]([CH:12]3[CH2:17][CH2:16][N:15]([C:18](=[O:20])[CH3:19])[CH2:14][CH2:13]3)[CH:7]([CH3:21])[C:6]=2[CH:22]=1.[F:23][C:24]1[CH:32]=[C:31]2[C:27]([C:28](B3OC(C)(C)C(C)(C)O3)=[CH:29][N:30]2[C:33]([O:35][C:36]([CH3:39])([CH3:38])[CH3:37])=[O:34])=[CH:26][CH:25]=1.[O-]P([O-])([O-])=O.[K+].[K+].[K+].N#N. (7) Given the product [OH:1][CH:2]1[CH:7]([C:8]2[CH:9]=[CH:10][C:11]([O:14][CH2:23][CH2:24][CH2:25][O:26][C:27]3[CH:32]=[CH:31][CH:30]=[C:29]([O:33][CH3:34])[CH:28]=3)=[CH:12][CH:13]=2)[CH2:6][CH2:5][N:4]([C:15]([O:17][C:18]([CH3:21])([CH3:20])[CH3:19])=[O:16])[CH2:3]1, predict the reactants needed to synthesize it. The reactants are: [OH:1][CH:2]1[CH:7]([C:8]2[CH:13]=[CH:12][C:11]([OH:14])=[CH:10][CH:9]=2)[CH2:6][CH2:5][N:4]([C:15]([O:17][C:18]([CH3:21])([CH3:20])[CH3:19])=[O:16])[CH2:3]1.Br[CH2:23][CH2:24][CH2:25][O:26][C:27]1[CH:32]=[CH:31][CH:30]=[C:29]([O:33][CH2:34]C)[CH:28]=1.